From a dataset of Human liver microsome stability data. Regression/Classification. Given a drug SMILES string, predict its absorption, distribution, metabolism, or excretion properties. Task type varies by dataset: regression for continuous measurements (e.g., permeability, clearance, half-life) or binary classification for categorical outcomes (e.g., BBB penetration, CYP inhibition). Dataset: hlm. (1) The compound is CN(C)CCOc1cc(-c2cn[nH]c2)ccc1NC(=O)C1NCCc2ccccc21. The result is 1 (stable in human liver microsomes). (2) The compound is CCC[C@]1(C)CN(C2CCC2)C(=O)C(C2=NS(=O)(=O)c3cc(NS(C)(=O)=O)ccc3N2)=C1O. The result is 0 (unstable in human liver microsomes). (3) The compound is Cc1cccc(NC(=O)c2nn(C)c(-c3cccc(Cl)c3)c2C)n1. The result is 0 (unstable in human liver microsomes).